Dataset: Forward reaction prediction with 1.9M reactions from USPTO patents (1976-2016). Task: Predict the product of the given reaction. (1) Given the reactants [CH3:1][O:2][C:3](=[O:17])[CH:4]([NH:7][C:8](=[O:16])[C:9]1[CH:14]=[CH:13][CH:12]=[C:11]([Cl:15])[CH:10]=1)[CH2:5]O.BrC(Cl)(Cl)Cl.C1CCN2C(=NCCC2)CC1, predict the reaction product. The product is: [CH3:1][O:2][C:3]([C:4]1[N:7]=[C:8]([C:9]2[CH:14]=[CH:13][CH:12]=[C:11]([Cl:15])[CH:10]=2)[O:16][CH:5]=1)=[O:17]. (2) Given the reactants [Cl:1][C:2]1[CH:3]=[C:4]([CH2:8][O:9][C:10]2[CH:11]=[CH:12][C:13]([CH3:27])=[C:14]([CH:26]=2)[C:15]([O:17]CC2C=CC=C(Cl)C=2)=[O:16])[CH:5]=[CH:6][CH:7]=1.[OH-].[Li+], predict the reaction product. The product is: [Cl:1][C:2]1[CH:3]=[C:4]([CH2:8][O:9][C:10]2[CH:11]=[CH:12][C:13]([CH3:27])=[C:14]([CH:26]=2)[C:15]([OH:17])=[O:16])[CH:5]=[CH:6][CH:7]=1. (3) Given the reactants [NH2:1][C:2]1[S:3][CH:4]([C:19]2[CH:24]=[CH:23][CH:22]=[CH:21][CH:20]=2)[C:5]([C:8]2[CH:9]=[CH:10][C:11]3[O:16][CH2:15][C:14](=[O:17])[NH:13][C:12]=3[CH:18]=2)=[CH:6][N:7]=1.Cl[CH2:26][CH:27]=O.C(OCC)(=O)C.C([O-])(O)=O.[Na+], predict the reaction product. The product is: [C:19]1([CH:4]2[S:3][C:2]3=[N:1][CH:26]=[CH:27][N:7]3[CH:6]=[C:5]2[C:8]2[CH:9]=[CH:10][C:11]3[O:16][CH2:15][C:14](=[O:17])[NH:13][C:12]=3[CH:18]=2)[CH:20]=[CH:21][CH:22]=[CH:23][CH:24]=1. (4) Given the reactants [OH-].[Li+].[NH2:3][C:4]1[C:9]([F:10])=[C:8]([CH2:11][CH3:12])[N:7]=[C:6]([C:13]([O:15]C)=[O:14])[C:5]=1[Cl:17], predict the reaction product. The product is: [NH2:3][C:4]1[C:9]([F:10])=[C:8]([CH2:11][CH3:12])[N:7]=[C:6]([C:13]([OH:15])=[O:14])[C:5]=1[Cl:17]. (5) Given the reactants [CH2:1]([NH:4][C:5]1[CH:12]=[C:11]([C:13]([F:16])([F:15])[F:14])[CH:10]=[CH:9][C:6]=1[CH:7]=O)[CH2:2][CH3:3].[CH3:17][O:18][C:19]([CH:21]=P(C1C=CC=CC=1)(C1C=CC=CC=1)C1C=CC=CC=1)=[O:20], predict the reaction product. The product is: [CH3:17][O:18][C:19](=[O:20])[CH:21]=[CH:7][C:6]1[CH:9]=[CH:10][C:11]([C:13]([F:16])([F:15])[F:14])=[CH:12][C:5]=1[NH:4][CH2:1][CH2:2][CH3:3]. (6) Given the reactants [F:1][C:2]1[N:7]=[CH:6][C:5]([NH2:8])=[CH:4][CH:3]=1.C([Mg]Cl)(C)C.[OH:14][C@H:15]1[CH2:19][N:18]([C:20]2[N:21]=[C:22]([NH:29][C:30]3[CH:34]=[C:33]([CH:35]([CH3:37])[CH3:36])[NH:32][N:31]=3)[C:23]3[CH2:28][CH2:27][CH2:26][C:24]=3[N:25]=2)[C@H:17]([C:38](OC)=[O:39])[CH2:16]1, predict the reaction product. The product is: [F:1][C:2]1[N:7]=[CH:6][C:5]([NH:8][C:38]([C@@H:17]2[CH2:16][C@@H:15]([OH:14])[CH2:19][N:18]2[C:20]2[N:21]=[C:22]([NH:29][C:30]3[CH:34]=[C:33]([CH:35]([CH3:37])[CH3:36])[NH:32][N:31]=3)[C:23]3[CH2:28][CH2:27][CH2:26][C:24]=3[N:25]=2)=[O:39])=[CH:4][CH:3]=1.